Dataset: Full USPTO retrosynthesis dataset with 1.9M reactions from patents (1976-2016). Task: Predict the reactants needed to synthesize the given product. (1) The reactants are: [OH:1][C:2]1[CH:7]=[CH:6][C:5]([C:8](=O)/[CH:9]=[CH:10]/[C:11]2[CH:21]=[CH:20][C:14]([O:15][CH2:16][C:17]([OH:19])=[O:18])=[CH:13][CH:12]=2)=[CH:4][C:3]=1[CH3:23].[NH2:24][C:25]([NH2:27])=[O:26]. Given the product [OH:1][C:2]1[CH:7]=[CH:6][C:5]([C:8]2[CH:9]=[C:10]([C:11]3[CH:21]=[CH:20][C:14]([O:15][CH2:16][C:17]([OH:19])=[O:18])=[CH:13][CH:12]=3)[NH:24][C:25](=[O:26])[N:27]=2)=[CH:4][C:3]=1[CH3:23], predict the reactants needed to synthesize it. (2) Given the product [F:21][C:18]1[CH:19]=[CH:20][C:15]([CH:13]([OH:14])[CH:7]([CH2:6][C:5]2[CH:4]=[CH:3][C:2]([F:1])=[CH:23][CH:22]=2)[C:8]([OH:10])=[O:9])=[CH:16][CH:17]=1, predict the reactants needed to synthesize it. The reactants are: [F:1][C:2]1[CH:23]=[CH:22][C:5]([CH2:6][CH:7]([CH:13]([C:15]2[CH:20]=[CH:19][C:18]([F:21])=[CH:17][CH:16]=2)[OH:14])[C:8]([O:10]CC)=[O:9])=[CH:4][CH:3]=1.[OH-].[Na+].Cl. (3) Given the product [CH2:2]([O:4][C:5](=[O:8])[CH2:6][NH:7][CH2:13][C:14]1[CH:19]=[CH:18][C:17]([O:20][CH3:21])=[CH:16][CH:15]=1)[CH3:3], predict the reactants needed to synthesize it. The reactants are: Cl.[CH2:2]([O:4][C:5](=[O:8])[CH2:6][NH2:7])[CH3:3].[BH3-]C#N.[Na+].[CH:13](=O)[C:14]1[CH:19]=[CH:18][C:17]([O:20][CH3:21])=[CH:16][CH:15]=1. (4) The reactants are: C[O:2][C:3](=[O:39])[C:4]1[CH:9]=[CH:8][C:7]([NH:10][CH2:11][CH2:12][C:13]2[C:21]3[C:16](=[CH:17][CH:18]=[C:19]([Cl:22])[CH:20]=3)[N:15]([CH:23]([C:30]3[CH:35]=[CH:34][CH:33]=[CH:32][CH:31]=3)[C:24]3[CH:29]=[CH:28][CH:27]=[CH:26][CH:25]=3)[C:14]=2[CH2:36][CH2:37][NH2:38])=[CH:6][CH:5]=1.[Cl:40][C:41]1[CH:46]=[CH:45][CH:44]=[CH:43][C:42]=1[S:47](Cl)(=[O:49])=[O:48]. Given the product [CH:23]([N:15]1[C:16]2[C:21](=[CH:20][C:19]([Cl:22])=[CH:18][CH:17]=2)[C:13]([CH2:12][CH2:11][NH:10][C:7]2[CH:8]=[CH:9][C:4]([C:3]([OH:39])=[O:2])=[CH:5][CH:6]=2)=[C:14]1[CH2:36][CH2:37][NH:38][S:47]([C:42]1[CH:43]=[CH:44][CH:45]=[CH:46][C:41]=1[Cl:40])(=[O:49])=[O:48])([C:24]1[CH:25]=[CH:26][CH:27]=[CH:28][CH:29]=1)[C:30]1[CH:31]=[CH:32][CH:33]=[CH:34][CH:35]=1, predict the reactants needed to synthesize it. (5) Given the product [NH2:17][S:14]([C:13]1[CH:12]=[C:11]([CH:10]=[C:9]([N:21]2[CH2:22][CH2:23][CH2:24][CH2:25]2)[C:8]=1[O:7][C:4]1[CH:5]=[CH:6][CH:1]=[CH:2][CH:3]=1)[C:18]([O:20][CH2:27][C:28]#[N:29])=[O:19])(=[O:16])=[O:15], predict the reactants needed to synthesize it. The reactants are: [CH:1]1[CH:2]=[CH:3][C:4]([O:7][C:8]2[C:9]([N:21]3[CH2:25][CH2:24][CH2:23][CH2:22]3)=[CH:10][C:11]([C:18]([OH:20])=[O:19])=[CH:12][C:13]=2[S:14]([NH2:17])(=[O:16])=[O:15])=[CH:5][CH:6]=1.Cl[CH2:27][C:28]#[N:29]. (6) Given the product [N+:9]([C:5]1[CH:4]=[C:3]([C:12]([F:15])([F:14])[F:13])[C:2]([S:25][CH2:22][CH2:23][CH3:24])=[CH:7][C:6]=1[NH2:8])([O-:11])=[O:10], predict the reactants needed to synthesize it. The reactants are: Cl[C:2]1[C:3]([C:12]([F:15])([F:14])[F:13])=[CH:4][C:5]([N+:9]([O-:11])=[O:10])=[C:6]([NH2:8])[CH:7]=1.C(=O)([O-])[O-].[K+].[K+].[CH2:22]([SH:25])[CH2:23][CH3:24]. (7) Given the product [F:1][C:2]1[CH:3]=[CH:4][C:5]([C:8]2[N:9]=[C:10]([CH3:18])[S:11][C:12]=2[CH2:13][OH:14])=[CH:6][CH:7]=1, predict the reactants needed to synthesize it. The reactants are: [F:1][C:2]1[CH:7]=[CH:6][C:5]([C:8]2[N:9]=[C:10]([CH3:18])[S:11][C:12]=2[C:13](OCC)=[O:14])=[CH:4][CH:3]=1.[H-].[Al+3].[Li+].[H-].[H-].[H-].O.[OH-].[Na+]. (8) Given the product [CH3:33][O:32][C:30]([C:29]1[N:18]=[CH:17][C:5]2[C:4]([C:3]=1[OH:2])=[CH:9][CH:8]=[C:7]([CH2:10][C:11]1[CH:16]=[CH:15][CH:14]=[CH:13][CH:12]=1)[CH:6]=2)=[O:31], predict the reactants needed to synthesize it. The reactants are: C[O:2][C:3](=O)[C:4]1[CH:9]=[CH:8][C:7]([CH2:10][C:11]2[CH:16]=[CH:15][CH:14]=[CH:13][CH:12]=2)=[CH:6][C:5]=1[CH2:17][N:18]([CH2:29][C:30]([O:32][CH3:33])=[O:31])S(C1C=CC(C)=CC=1)(=O)=O.C[O-].[Na+]. (9) Given the product [Br:12][C:13]1[CH:22]=[CH:21][CH:20]=[CH:19][C:14]=1[CH:15]([N:16]([CH3:18])[CH3:17])[C:4]1[C:5]2[C:10](=[CH:9][CH:8]=[CH:7][CH:6]=2)[N:2]([CH3:1])[CH:3]=1, predict the reactants needed to synthesize it. The reactants are: [CH3:1][N:2]1[C:10]2[C:5](=[CH:6][CH:7]=[CH:8][CH:9]=2)[CH:4]=[CH:3]1.[Cl-].[Br:12][C:13]1[CH:22]=[CH:21][CH:20]=[CH:19][C:14]=1[CH:15]=[N+:16]([CH3:18])[CH3:17].BrC1C=CC=CC=1C=O.CNC.